Dataset: Full USPTO retrosynthesis dataset with 1.9M reactions from patents (1976-2016). Task: Predict the reactants needed to synthesize the given product. (1) Given the product [C:1]([O:4][C:5]1[CH:13]=[C:12]2[C:8]([C@@H:9]([CH2:21][Cl:22])[CH2:10][NH:11]2)=[C:7]2[S:23][C:24]([CH3:26])=[CH:25][C:6]=12)(=[O:3])[CH3:2], predict the reactants needed to synthesize it. The reactants are: [C:1]([O:4][C:5]1[CH:13]=[C:12]2[C:8]([C@@H:9]([CH2:21][Cl:22])[CH2:10][N:11]2C(OC(C)(C)C)=O)=[C:7]2[S:23][C:24]([CH3:26])=[CH:25][C:6]=12)(=[O:3])[CH3:2]. (2) Given the product [F:17][C:18]1[CH:23]=[C:22]([F:24])[CH:21]=[CH:20][C:19]=1[C:2]1[CH:3]=[C:4]([F:16])[CH:5]=[C:6]2[C:10]=1[N:9]([CH3:11])[C:8]([C:12]([NH2:14])=[O:13])=[C:7]2[CH3:15], predict the reactants needed to synthesize it. The reactants are: Br[C:2]1[CH:3]=[C:4]([F:16])[CH:5]=[C:6]2[C:10]=1[N:9]([CH3:11])[C:8]([C:12]([NH2:14])=[O:13])=[C:7]2[CH3:15].[F:17][C:18]1[CH:23]=[C:22]([F:24])[CH:21]=[CH:20][C:19]=1B(O)O. (3) The reactants are: [CH3:1][C:2]1[C:10]2[C:5](=[N:6][CH:7]=[C:8]([C:17]3[CH:22]=[CH:21][CH:20]=[CH:19][CH:18]=3)[C:9]=2[N:11]2[CH2:16][CH2:15][NH:14][CH2:13][CH2:12]2)[NH:4][CH:3]=1.[C:23]([O:27][C:28]([NH:30][CH2:31][CH:32]([CH2:36][C:37]1[CH:42]=[CH:41][C:40]([Cl:43])=[CH:39][CH:38]=1)[C:33](O)=[O:34])=[O:29])([CH3:26])([CH3:25])[CH3:24].C1C=CC2N(O)N=NC=2C=1.O.CCN=C=NCCCN(C)C.CCN(C(C)C)C(C)C. Given the product [Cl:43][C:40]1[CH:41]=[CH:42][C:37]([CH2:36][CH:32]([C:33]([N:14]2[CH2:13][CH2:12][N:11]([C:9]3[C:8]([C:17]4[CH:18]=[CH:19][CH:20]=[CH:21][CH:22]=4)=[CH:7][N:6]=[C:5]4[NH:4][CH:3]=[C:2]([CH3:1])[C:10]=34)[CH2:16][CH2:15]2)=[O:34])[CH2:31][NH:30][C:28](=[O:29])[O:27][C:23]([CH3:26])([CH3:25])[CH3:24])=[CH:38][CH:39]=1, predict the reactants needed to synthesize it. (4) Given the product [SH:2][C:3]1[S:4][C:5]2[CH:11]=[CH:10][CH:9]=[CH:8][C:6]=2[N:7]=1.[Zn:1], predict the reactants needed to synthesize it. The reactants are: [Zn:1].[SH:2][C:3]1[S:4][C:5]2[CH:11]=[CH:10][CH:9]=[CH:8][C:6]=2[N:7]=1.[OH-].[K+].N.C(=O)=O. (5) Given the product [CH:1]1([C:4](=[O:6])[CH:5]=[CH:9][N:10]([CH3:12])[CH3:11])[CH2:3][CH2:2]1, predict the reactants needed to synthesize it. The reactants are: [CH:1]1([C:4](=[O:6])[CH3:5])[CH2:3][CH2:2]1.CO[CH:9](OC)[N:10]([CH3:12])[CH3:11]. (6) Given the product [C:2]1([CH:1]([OH:8])[CH2:15][CH:14]=[CH2:13])[CH:7]=[CH:6][CH:5]=[CH:4][CH:3]=1, predict the reactants needed to synthesize it. The reactants are: [CH:1](=[O:8])[C:2]1[CH:7]=[CH:6][CH:5]=[CH:4][CH:3]=1.C(O[CH2:13][CH:14]=[CH2:15])(=O)C.O.CCN(CC)CC.CC1C(C)=C(C)C(C)=C(C)C=1C. (7) Given the product [F:1][C:2]1[CH:8]=[CH:7][C:5]([N:6]2[CH:11]=[CH:15][CH:14]=[CH:13]2)=[CH:4][CH:3]=1, predict the reactants needed to synthesize it. The reactants are: [F:1][C:2]1[CH:8]=[CH:7][C:5]([NH2:6])=[CH:4][CH:3]=1.CO[CH:11]1[CH2:15][CH2:14][CH:13](OC)O1.